This data is from NCI-60 drug combinations with 297,098 pairs across 59 cell lines. The task is: Regression. Given two drug SMILES strings and cell line genomic features, predict the synergy score measuring deviation from expected non-interaction effect. (1) Drug 1: C1CN1C2=NC(=NC(=N2)N3CC3)N4CC4. Drug 2: CNC(=O)C1=NC=CC(=C1)OC2=CC=C(C=C2)NC(=O)NC3=CC(=C(C=C3)Cl)C(F)(F)F. Cell line: SW-620. Synergy scores: CSS=-12.6, Synergy_ZIP=-16.2, Synergy_Bliss=-50.2, Synergy_Loewe=-32.1, Synergy_HSA=-45.6. (2) Drug 2: CC(C1=C(C=CC(=C1Cl)F)Cl)OC2=C(N=CC(=C2)C3=CN(N=C3)C4CCNCC4)N. Cell line: MCF7. Drug 1: C1=CC(=CC=C1CC(C(=O)O)N)N(CCCl)CCCl.Cl. Synergy scores: CSS=13.6, Synergy_ZIP=-8.31, Synergy_Bliss=-3.40, Synergy_Loewe=-8.21, Synergy_HSA=-3.59. (3) Drug 1: CC1=C(C(=O)C2=C(C1=O)N3CC4C(C3(C2COC(=O)N)OC)N4)N. Drug 2: CC1CCCC2(C(O2)CC(NC(=O)CC(C(C(=O)C(C1O)C)(C)C)O)C(=CC3=CSC(=N3)C)C)C. Cell line: SK-MEL-2. Synergy scores: CSS=67.9, Synergy_ZIP=-3.56, Synergy_Bliss=-5.01, Synergy_Loewe=0.104, Synergy_HSA=2.01. (4) Drug 1: CC12CCC3C(C1CCC2=O)CC(=C)C4=CC(=O)C=CC34C. Drug 2: CCC1(CC2CC(C3=C(CCN(C2)C1)C4=CC=CC=C4N3)(C5=C(C=C6C(=C5)C78CCN9C7C(C=CC9)(C(C(C8N6C)(C(=O)OC)O)OC(=O)C)CC)OC)C(=O)OC)O.OS(=O)(=O)O. Cell line: NCI-H226. Synergy scores: CSS=32.2, Synergy_ZIP=-13.7, Synergy_Bliss=-7.60, Synergy_Loewe=-26.6, Synergy_HSA=-4.40. (5) Drug 1: CNC(=O)C1=CC=CC=C1SC2=CC3=C(C=C2)C(=NN3)C=CC4=CC=CC=N4. Drug 2: C1=NC2=C(N1)C(=S)N=C(N2)N. Cell line: SF-268. Synergy scores: CSS=11.0, Synergy_ZIP=-2.27, Synergy_Bliss=2.42, Synergy_Loewe=-3.01, Synergy_HSA=0.400. (6) Drug 1: C1CCC(C1)C(CC#N)N2C=C(C=N2)C3=C4C=CNC4=NC=N3. Drug 2: C1C(C(OC1N2C=NC3=C2NC=NCC3O)CO)O. Cell line: ACHN. Synergy scores: CSS=6.20, Synergy_ZIP=-2.34, Synergy_Bliss=5.03, Synergy_Loewe=4.34, Synergy_HSA=4.36.